The task is: Regression/Classification. Given a drug SMILES string, predict its absorption, distribution, metabolism, or excretion properties. Task type varies by dataset: regression for continuous measurements (e.g., permeability, clearance, half-life) or binary classification for categorical outcomes (e.g., BBB penetration, CYP inhibition). Dataset: cyp2c9_veith.. This data is from CYP2C9 inhibition data for predicting drug metabolism from PubChem BioAssay. The molecule is Cc1cc(C)c(NC(=O)CSc2nnc(Cc3cccn3C)n2-c2ccc(F)cc2)c(C)c1. The result is 1 (inhibitor).